From a dataset of Peptide-MHC class I binding affinity with 185,985 pairs from IEDB/IMGT. Regression. Given a peptide amino acid sequence and an MHC pseudo amino acid sequence, predict their binding affinity value. This is MHC class I binding data. The peptide sequence is KRSTPFYTK. The MHC is HLA-A69:01 with pseudo-sequence HLA-A69:01. The binding affinity (normalized) is 0.0847.